The task is: Predict the reactants needed to synthesize the given product.. This data is from Full USPTO retrosynthesis dataset with 1.9M reactions from patents (1976-2016). (1) Given the product [Cl:8][C:9]1[CH:10]=[CH:11][C:12]([O:41][CH3:42])=[C:13]([C:15]2[C:19]([NH:20][C:21]([C:23]3[CH:24]=[N:25][N:26]4[CH:31]=[CH:30][CH:29]=[N:28][C:27]=34)=[O:22])=[CH:18][N:17]([CH:32]([CH3:40])[C:33]([OH:35])=[O:34])[N:16]=2)[CH:14]=1, predict the reactants needed to synthesize it. The reactants are: FC(F)(F)C(O)=O.[Cl:8][C:9]1[CH:10]=[CH:11][C:12]([O:41][CH3:42])=[C:13]([C:15]2[C:19]([NH:20][C:21]([C:23]3[CH:24]=[N:25][N:26]4[CH:31]=[CH:30][CH:29]=[N:28][C:27]=34)=[O:22])=[CH:18][N:17]([CH:32]([CH3:40])[C:33]([O:35]C(C)(C)C)=[O:34])[N:16]=2)[CH:14]=1. (2) Given the product [C:15]([O:18][C:19]([N:11]1[C:12]2[C:7](=[CH:6][CH:5]=[C:4]([N+:1]([O-:3])=[O:2])[CH:13]=2)[CH2:8][CH2:9][CH2:10]1)=[O:20])([CH3:17])([CH3:16])[CH3:14], predict the reactants needed to synthesize it. The reactants are: [N+:1]([C:4]1[CH:13]=[C:12]2[C:7]([CH2:8][CH2:9][CH2:10][NH:11]2)=[CH:6][CH:5]=1)([O-:3])=[O:2].[CH3:14][C:15]([O:18][C:19](O[C:19]([O:18][C:15]([CH3:17])([CH3:16])[CH3:14])=[O:20])=[O:20])([CH3:17])[CH3:16]. (3) Given the product [C:21](=[O:25])([O:22][CH2:23][CH3:24])[O:13][CH2:12][CH2:11][O:10][CH2:9][CH2:8][NH:7][C:6]([O:5][C:1]([CH3:4])([CH3:2])[CH3:3])=[O:14], predict the reactants needed to synthesize it. The reactants are: [C:1]([O:5][C:6](=[O:14])[NH:7][CH2:8][CH2:9][O:10][CH2:11][CH2:12][OH:13])([CH3:4])([CH3:3])[CH3:2].N1C=CC=CC=1.[C:21](Cl)(=[O:25])[O:22][CH2:23][CH3:24]. (4) Given the product [CH:23]([N:8]1[CH:1]2[CH2:7][CH2:6][CH:5]1[CH2:4][CH:3]([N:9]1[CH2:10][CH2:11][N:12]([C:15]([O:17][C:18]([CH3:21])([CH3:20])[CH3:19])=[O:16])[CH2:13][CH2:14]1)[CH2:2]2)([CH3:25])[CH3:22], predict the reactants needed to synthesize it. The reactants are: [CH:1]12[NH:8][CH:5]([CH2:6][CH2:7]1)[CH2:4][CH:3]([N:9]1[CH2:14][CH2:13][N:12]([C:15]([O:17][C:18]([CH3:21])([CH3:20])[CH3:19])=[O:16])[CH2:11][CH2:10]1)[CH2:2]2.[CH3:22][C:23]([CH3:25])=O.[BH3-]C#N.[Na+].Cl. (5) Given the product [Cl:1][C:2]1[CH:7]=[CH:6][C:5]([C:13]#[C:12][CH2:11][CH2:10][C:9]([O:15][CH3:16])=[O:14])=[CH:4][CH:3]=1, predict the reactants needed to synthesize it. The reactants are: [Cl:1][C:2]1[CH:7]=[CH:6][C:5](I)=[CH:4][CH:3]=1.[C:9]([O:15][CH3:16])(=[O:14])[CH2:10][CH2:11][C:12]#[CH:13]. (6) Given the product [CH3:1][O:2][C:3]1[CH:4]=[C:5]2[C:10](=[CH:11][C:12]=1[O:13][CH3:14])[N:9]=[CH:8][CH:7]=[C:6]2[O:15][C:16]1[CH:22]=[CH:21][C:19]([NH:20][C:36]([NH:35][C:33](=[O:34])[C:28]2[CH:29]=[CH:30][CH:31]=[CH:32][C:27]=2[CH3:26])=[S:37])=[CH:18][CH:17]=1, predict the reactants needed to synthesize it. The reactants are: [CH3:1][O:2][C:3]1[CH:4]=[C:5]2[C:10](=[CH:11][C:12]=1[O:13][CH3:14])[N:9]=[CH:8][CH:7]=[C:6]2[O:15][C:16]1[CH:22]=[CH:21][C:19]([NH2:20])=[CH:18][CH:17]=1.C(O)C.[CH3:26][C:27]1[CH:32]=[CH:31][CH:30]=[CH:29][C:28]=1[C:33]([N:35]=[C:36]=[S:37])=[O:34]. (7) Given the product [ClH:1].[ClH:21].[NH2:13][CH2:12][CH2:11][N:10]1[C:3]2[C:2]([NH:25][C:24]3[CH:26]=[CH:27][C:28]([O:29][C:30]4[CH:38]=[C:37]5[C:33]([CH:34]=[N:35][NH:36]5)=[CH:32][CH:31]=4)=[C:22]([Cl:21])[CH:23]=3)=[N:7][CH:6]=[N:5][C:4]=2[CH:8]=[CH:9]1, predict the reactants needed to synthesize it. The reactants are: [Cl:1][C:2]1[C:3]2[N:10]([CH2:11][CH2:12][NH:13]C(=O)OC(C)(C)C)[CH:9]=[CH:8][C:4]=2[N:5]=[CH:6][N:7]=1.[Cl:21][C:22]1[CH:23]=[C:24]([CH:26]=[CH:27][C:28]=1[O:29][C:30]1[CH:38]=[C:37]2[C:33]([CH:34]=[N:35][NH:36]2)=[CH:32][CH:31]=1)[NH2:25].C(=O)([O-])O.[Na+]. (8) Given the product [N+:1]([C:4]1[CH:5]=[C:6]2[C:10](=[CH:11][CH:12]=1)[N:9]([CH2:15][C:16]1[N:17]=[CH:18][S:19][CH:20]=1)[CH:8]=[CH:7]2)([O-:3])=[O:2], predict the reactants needed to synthesize it. The reactants are: [N+:1]([C:4]1[CH:5]=[C:6]2[C:10](=[CH:11][CH:12]=1)[NH:9][CH:8]=[CH:7]2)([O-:3])=[O:2].Cl.Cl[CH2:15][C:16]1[N:17]=[CH:18][S:19][CH:20]=1.C(=O)([O-])[O-].[K+].[K+]. (9) Given the product [F:25][C:24]([F:27])([F:26])[C:19]1[CH:20]=[CH:21][CH:22]=[CH:23][C:18]=1[N:2]1[CH2:3][C@@H:4]2[C@@H:8]([NH:9][C:10](=[O:16])[O:11][C:12]([CH3:13])([CH3:15])[CH3:14])[CH2:7][CH2:6][C@@H:5]2[CH2:1]1, predict the reactants needed to synthesize it. The reactants are: [CH2:1]1[C@H:5]2[CH2:6][CH2:7][C@H:8]([NH:9][C:10](=[O:16])[O:11][C:12]([CH3:15])([CH3:14])[CH3:13])[C@H:4]2[CH2:3][NH:2]1.Br[C:18]1[CH:23]=[CH:22][CH:21]=[CH:20][C:19]=1[C:24]([F:27])([F:26])[F:25].P([O-])([O-])([O-])=O.[K+].[K+].[K+].C1(P(C2CCCCC2)C2C=CC=CC=2C2C(C(C)C)=CC(C(C)C)=CC=2C(C)C)CCCCC1. (10) Given the product [CH3:20][C:19]([CH3:22])([CH3:21])[CH2:18][C:17]1[N:26]=[N:25][C:4]2[CH2:3][C:2]([CH3:9])([CH3:1])[CH2:6][C:5]=2[CH:16]=1, predict the reactants needed to synthesize it. The reactants are: [CH3:1][C:2]1([CH3:9])[CH2:6][C:5](=O)[C:4](=O)[CH2:3]1.COP([CH2:16][C:17](=O)[CH2:18][C:19]([CH3:22])([CH3:21])[CH3:20])(=O)OC.O.[NH2:25][NH2:26].